Dataset: Forward reaction prediction with 1.9M reactions from USPTO patents (1976-2016). Task: Predict the product of the given reaction. (1) Given the reactants [NH2:1][C:2]1[CH:15]=[CH:14][CH:13]=[CH:12][C:3]=1[C:4]([C:6]1[CH:11]=[CH:10][CH:9]=[CH:8][CH:7]=1)=[O:5].C(N(CC)CC)C.[C:23]([Cl:26])(=[O:25])[CH3:24], predict the reaction product. The product is: [Cl:26][C:23]1[CH:24]=[C:4]([C:6]2[CH:11]=[CH:10][CH:9]=[CH:8][CH:7]=2)[C:3]2[C:2](=[CH:15][CH:14]=[CH:13][CH:12]=2)[N:1]=1.[C:23]([NH:1][C:2]1[CH:15]=[CH:14][CH:13]=[CH:12][C:3]=1[C:4]([C:6]1[CH:11]=[CH:10][CH:9]=[CH:8][CH:7]=1)=[O:5])(=[O:25])[CH3:24]. (2) Given the reactants [C:1]([C:3]1[CH:4]=[N:5][N:6]2[C:11]([C:12]([F:15])([F:14])[F:13])=[CH:10][C:9]([C:16]3[CH:21]=[CH:20][C:19]([C:22]([F:25])([F:24])[F:23])=[CH:18][CH:17]=3)=[N:8][C:7]=12)#[CH:2].C(OC([N:33]1[CH2:38][CH2:37][N:36]([S:39]([C:42]2[S:43][C:44](Br)=[CH:45][CH:46]=2)(=[O:41])=[O:40])[CH2:35][CH2:34]1)=O)(C)(C)C.C(O)(C(F)(F)F)=O, predict the reaction product. The product is: [N:36]1([S:39]([C:42]2[S:43][C:44]([C:2]#[C:1][C:3]3[CH:4]=[N:5][N:6]4[C:11]([C:12]([F:14])([F:13])[F:15])=[CH:10][C:9]([C:16]5[CH:21]=[CH:20][C:19]([C:22]([F:25])([F:24])[F:23])=[CH:18][CH:17]=5)=[N:8][C:7]=34)=[CH:45][CH:46]=2)(=[O:41])=[O:40])[CH2:35][CH2:34][NH:33][CH2:38][CH2:37]1. (3) Given the reactants Br[C:2]1[CH:11]=[CH:10][C:5]([O:6][CH2:7][C:8]#[N:9])=[C:4]([F:12])[CH:3]=1.[CH:13]1([CH:18]([OH:21])[CH:19]=[CH2:20])[CH2:17][CH2:16][CH2:15][CH2:14]1.C(=O)(O)[O-].[Na+], predict the reaction product. The product is: [CH:13]1([C:18](=[O:21])[CH2:19][CH2:20][C:2]2[CH:11]=[CH:10][C:5]([O:6][CH2:7][C:8]#[N:9])=[C:4]([F:12])[CH:3]=2)[CH2:17][CH2:16][CH2:15][CH2:14]1. (4) Given the reactants C[O:2][C:3](=[O:34])[CH:4]([CH2:24][CH:25]=[CH:26][CH2:27][P:28]([O:32][CH3:33])([O:30]C)=[O:29])[CH2:5][C:6]([CH3:23])=[CH:7][CH2:8][C:9]1[C:10]([OH:22])=[C:11]2[C:15](=[C:16]([CH3:20])[C:17]=1[O:18][CH3:19])[CH2:14][O:13][C:12]2=[O:21].O.[CH3:36]O.O[Li].O, predict the reaction product. The product is: [CH2:33]([O:32][P:28]([CH2:27][CH:26]=[CH:25][CH2:24][CH:4]([CH2:5][C:6]([CH3:23])=[CH:7][CH2:8][C:9]1[C:10]([OH:22])=[C:11]2[C:15](=[C:16]([CH3:20])[C:17]=1[O:18][CH3:19])[CH2:14][O:13][C:12]2=[O:21])[C:3]([OH:2])=[O:34])([OH:30])=[O:29])[CH3:36]. (5) Given the reactants [S:1]1[C:5]2=[CH:6][N:7]=[CH:8][CH:9]=[C:4]2[CH:3]=[CH:2]1.C([Li])CCC.[CH3:15][S:16][C:17]1[CH:22]=[CH:21][CH:20]=[CH:19][C:18]=1[CH:23]=[N:24][S:25]([C:28]1[CH:38]=[CH:37][C:31]2[O:32][CH2:33][CH2:34][CH2:35][O:36][C:30]=2[CH:29]=1)(=[O:27])=[O:26], predict the reaction product. The product is: [CH3:15][S:16][C:17]1[CH:22]=[CH:21][CH:20]=[CH:19][C:18]=1[CH:23]([C:2]1[S:1][C:5]2=[CH:6][N:7]=[CH:8][CH:9]=[C:4]2[CH:3]=1)[NH:24][S:25]([C:28]1[CH:38]=[CH:37][C:31]2[O:32][CH2:33][CH2:34][CH2:35][O:36][C:30]=2[CH:29]=1)(=[O:27])=[O:26]. (6) Given the reactants [F:1][C:2]([F:11])([F:10])[C:3]1[NH:4][CH2:5][CH:6]([OH:9])[CH2:7][N:8]=1.C[O-].[Na+], predict the reaction product. The product is: [F:11][C:2]([F:1])([F:10])[C:3]1[N:4]=[CH:5][C:6]([OH:9])=[CH:7][N:8]=1.